From a dataset of CYP2C9 inhibition data for predicting drug metabolism from PubChem BioAssay. Regression/Classification. Given a drug SMILES string, predict its absorption, distribution, metabolism, or excretion properties. Task type varies by dataset: regression for continuous measurements (e.g., permeability, clearance, half-life) or binary classification for categorical outcomes (e.g., BBB penetration, CYP inhibition). Dataset: cyp2c9_veith. (1) The compound is COc1ccc2[nH]cc(CCNc3ncnc4ccc(-c5cccc(C#N)c5)cc34)c2c1. The result is 1 (inhibitor). (2) The molecule is COCC(=O)N1CCC2(CCCN(C(=O)Nc3ccc(OC)cc3)C2)CC1. The result is 0 (non-inhibitor). (3) The drug is COCCSc1nnc(NC(=O)C(C)(C)C)s1. The result is 0 (non-inhibitor). (4) The drug is COc1ccc(NC(=O)CN(C)S(=O)(=O)c2ccc(Cl)cc2)c([N+](=O)[O-])c1. The result is 0 (non-inhibitor). (5) The compound is CCN1C(=O)[C@H]2CC[C@H]3/C(=N\O[C@@H]4O[C@@H](COC(C)=O)[C@@H](OC(C)=O)[C@@H](OC(C)=O)[C@H]4OC(C)=O)C[C@@H](O)[C@@H](O)[C@@H]3[C@@H]2C1=O. The result is 0 (non-inhibitor). (6) The drug is CCOC(=O)c1[nH]c(C)c(/C(O)=C2\C(=O)C(=O)N(CCN3CCOCC3)C2c2cccs2)c1C. The result is 0 (non-inhibitor).